From a dataset of NCI-60 drug combinations with 297,098 pairs across 59 cell lines. Regression. Given two drug SMILES strings and cell line genomic features, predict the synergy score measuring deviation from expected non-interaction effect. (1) Drug 1: CS(=O)(=O)C1=CC(=C(C=C1)C(=O)NC2=CC(=C(C=C2)Cl)C3=CC=CC=N3)Cl. Drug 2: CCCCC(=O)OCC(=O)C1(CC(C2=C(C1)C(=C3C(=C2O)C(=O)C4=C(C3=O)C=CC=C4OC)O)OC5CC(C(C(O5)C)O)NC(=O)C(F)(F)F)O. Cell line: SK-OV-3. Synergy scores: CSS=3.70, Synergy_ZIP=-1.25, Synergy_Bliss=2.61, Synergy_Loewe=2.09, Synergy_HSA=2.11. (2) Drug 1: CCCS(=O)(=O)NC1=C(C(=C(C=C1)F)C(=O)C2=CNC3=C2C=C(C=N3)C4=CC=C(C=C4)Cl)F. Drug 2: C1=C(C(=O)NC(=O)N1)N(CCCl)CCCl. Cell line: SF-539. Synergy scores: CSS=50.3, Synergy_ZIP=5.23, Synergy_Bliss=6.51, Synergy_Loewe=2.46, Synergy_HSA=7.01. (3) Drug 1: CC1C(C(CC(O1)OC2CC(CC3=C2C(=C4C(=C3O)C(=O)C5=C(C4=O)C(=CC=C5)OC)O)(C(=O)C)O)N)O.Cl. Drug 2: C1CC(=O)NC(=O)C1N2C(=O)C3=CC=CC=C3C2=O. Cell line: SNB-75. Synergy scores: CSS=20.9, Synergy_ZIP=1.25, Synergy_Bliss=10.4, Synergy_Loewe=-37.1, Synergy_HSA=9.68.